Dataset: Catalyst prediction with 721,799 reactions and 888 catalyst types from USPTO. Task: Predict which catalyst facilitates the given reaction. Reactant: [F:1][C:2]1[CH:3]=[CH:4][C:5]([O:41][CH3:42])=[C:6]([C:8]2[CH:13]=[CH:12][N:11]=[C:10]3[N:14](S(C4C=CC(C)=CC=4)(=O)=O)[C:15]([C:17]4([OH:30])[CH2:22][CH2:21][N:20]([C:23]([O:25][C:26]([CH3:29])([CH3:28])[CH3:27])=[O:24])[CH2:19][CH2:18]4)=[CH:16][C:9]=23)[CH:7]=1.[OH-].[Na+].O. Product: [F:1][C:2]1[CH:3]=[CH:4][C:5]([O:41][CH3:42])=[C:6]([C:8]2[CH:13]=[CH:12][N:11]=[C:10]3[NH:14][C:15]([C:17]4([OH:30])[CH2:22][CH2:21][N:20]([C:23]([O:25][C:26]([CH3:28])([CH3:29])[CH3:27])=[O:24])[CH2:19][CH2:18]4)=[CH:16][C:9]=23)[CH:7]=1. The catalyst class is: 155.